Dataset: Reaction yield outcomes from USPTO patents with 853,638 reactions. Task: Predict the reaction yield, written as a fraction of the theoretical maximum amount of product (1.0 means a 100% yield; for example, 0.34 means a 34% yield). The reactants are [Br:1][C:2]1[CH:3]=[C:4]([C:14]([O:16][CH3:17])=[O:15])[C:5]2[CH:6]=[CH:7][N:8]([CH:11]([CH3:13])[CH3:12])[C:9]=2[CH:10]=1.[B-](F)(F)(F)[F:19].[B-](F)(F)(F)F.C1[N+]2(CCl)CC[N+](F)(CC2)C1.[N+](CC)([O-])=O. No catalyst specified. The product is [Br:1][C:2]1[CH:3]=[C:4]([C:14]([O:16][CH3:17])=[O:15])[C:5]2[C:6]([F:19])=[CH:7][N:8]([CH:11]([CH3:13])[CH3:12])[C:9]=2[CH:10]=1. The yield is 0.205.